Predict the product of the given reaction. From a dataset of Forward reaction prediction with 1.9M reactions from USPTO patents (1976-2016). Given the reactants [CH2:1]([O:8][C:9]([N:11]1[CH2:16][CH2:15][C:14]([C:20](=[O:34])[NH:21][C:22]2[C:31]3[C:26](=[CH:27][CH:28]=[C:29]([O:32][CH3:33])[N:30]=3)[N:25]=[CH:24][CH:23]=2)([C:17](O)=[O:18])[CH2:13][CH2:12]1)=[O:10])[C:2]1[CH:7]=[CH:6][CH:5]=[CH:4][CH:3]=1.C(N(CC)CC)C.ClC(OCC(C)C)=O, predict the reaction product. The product is: [CH2:1]([O:8][C:9]([N:11]1[CH2:12][CH2:13][C:14]([CH2:17][OH:18])([C:20](=[O:34])[NH:21][C:22]2[C:31]3[C:26](=[CH:27][CH:28]=[C:29]([O:32][CH3:33])[N:30]=3)[N:25]=[CH:24][CH:23]=2)[CH2:15][CH2:16]1)=[O:10])[C:2]1[CH:3]=[CH:4][CH:5]=[CH:6][CH:7]=1.